Dataset: Forward reaction prediction with 1.9M reactions from USPTO patents (1976-2016). Task: Predict the product of the given reaction. (1) Given the reactants C([BH3-])#N.[Na+].[C:5]1([C:11]2[CH:19]=[CH:18][CH:17]=[C:16]3[C:12]=2[CH:13]=[CH:14][NH:15]3)[CH:10]=[CH:9][CH:8]=[CH:7][CH:6]=1.[OH-].[Na+].C(OCC)(=O)C, predict the reaction product. The product is: [C:5]1([C:11]2[CH:19]=[CH:18][CH:17]=[C:16]3[C:12]=2[CH2:13][CH2:14][NH:15]3)[CH:6]=[CH:7][CH:8]=[CH:9][CH:10]=1. (2) Given the reactants I[C:2]1[CH:3]=[CH:4][C:5]([N:10]2[CH2:15][CH2:14][N:13]([CH3:16])[CH2:12][CH2:11]2)=[N:6][C:7]=1[O:8][CH3:9].[NH2:17][C:18]1[CH:23]=[CH:22][N:21]=[C:20]([SH:24])[N:19]=1.C([O-])([O-])=O.[K+].[K+].CC1C=CC2C=CC3C=CC(C)=NC=3C=2N=1, predict the reaction product. The product is: [CH3:9][O:8][C:7]1[C:2]([S:24][C:20]2[N:19]=[C:18]([NH2:17])[CH:23]=[CH:22][N:21]=2)=[CH:3][CH:4]=[C:5]([N:10]2[CH2:15][CH2:14][N:13]([CH3:16])[CH2:12][CH2:11]2)[N:6]=1. (3) Given the reactants [CH3:1][O:2][C:3]1[CH:4]=[C:5]([S:11]([N:14]2[CH2:19][CH:18]([CH3:20])[N:17]([S:21]([C:24]3[CH:29]=[CH:28][C:27]([O:30][CH3:31])=[C:26]([O:32][CH3:33])[CH:25]=3)(=[O:23])=[O:22])[CH:16]([CH3:34])[CH:15]2[CH3:35])(=[O:13])=[O:12])[CH:6]=[CH:7][C:8]=1[O:9][CH3:10].C1(P(C2C=CC=CC=2)C2C=CC=CC=2)C=CC=CC=1.N(C(OC(C)C)=O)=NC(OC(C)C)=O.COC1C=C(S(NC(C)CN(C(C)C(O)C)S(C2C=CC(OC)=C(OC)C=2)(=O)=O)(=O)=O)C=CC=1OC, predict the reaction product. The product is: [CH3:1][O:2][C:3]1[CH:4]=[C:5]([S:11]([N:14]2[CH2:19][CH:18]([CH3:20])[N:17]([S:21]([C:24]3[CH:29]=[CH:28][C:27]([O:30][CH3:31])=[C:26]([O:32][CH3:33])[CH:25]=3)(=[O:23])=[O:22])[C@@H:16]([CH3:34])[C@H:15]2[CH3:35])(=[O:12])=[O:13])[CH:6]=[CH:7][C:8]=1[O:9][CH3:10]. (4) Given the reactants [CH3:1][C:2]1[CH:3]=[C:4](B(O)O)[S:5][CH:6]=1.Br[C:11]1[S:19][C:18]2[C:13](=[N:14][CH:15]=[CH:16][C:17]=2[NH:20][C:21]2[CH:22]=[C:23]3[C:27](=[CH:28][CH:29]=2)[NH:26][C:25]([CH3:30])=[CH:24]3)[CH:12]=1, predict the reaction product. The product is: [CH3:30][C:25]1[NH:26][C:27]2[C:23]([CH:24]=1)=[CH:22][C:21]([NH:20][C:17]1[CH:16]=[CH:15][N:14]=[C:13]3[CH:12]=[C:11]([C:4]4[S:5][CH:6]=[C:2]([CH3:1])[CH:3]=4)[S:19][C:18]=13)=[CH:29][CH:28]=2. (5) Given the reactants [C:1]([OH:16])(=[O:15])[CH2:2][CH2:3][CH2:4][CH2:5][CH2:6][CH2:7][CH2:8][CH2:9][CH2:10][CH2:11][CH2:12][CH2:13][CH3:14].[OH-].[Na+:18].[Cl-].[Na+], predict the reaction product. The product is: [C:1]([O-:16])(=[O:15])[CH2:2][CH2:3][CH2:4][CH2:5][CH2:6][CH2:7][CH2:8][CH2:9][CH2:10][CH2:11][CH2:12][CH2:13][CH3:14].[Na+:18]. (6) Given the reactants [N:1]1([CH2:6][CH2:7][C:8]#[N:9])[CH:5]=[CH:4][CH:3]=[CH:2]1.[Cl-].[CH3:11][O:12][C:13]1[CH:22]=[CH:21][CH:20]=[CH:19][C:14]=1[CH:15]=[N+:16]([CH3:18])[CH3:17], predict the reaction product. The product is: [CH3:18][N:16]([CH:15]([C:14]1[CH:19]=[CH:20][CH:21]=[CH:22][C:13]=1[O:12][CH3:11])[C:2]1[N:1]([CH2:6][CH2:7][C:8]#[N:9])[CH:5]=[CH:4][CH:3]=1)[CH3:17].